This data is from Reaction yield outcomes from USPTO patents with 853,638 reactions. The task is: Predict the reaction yield, written as a fraction of the theoretical maximum amount of product (1.0 means a 100% yield; for example, 0.34 means a 34% yield). (1) The reactants are [Br:1][C:2]1[CH:7]=[C:6]([C:8]([CH3:11])([CH3:10])[CH3:9])[CH:5]=[CH:4][C:3]=1[NH2:12].[N+:13]([O-])([O-:15])=[O:14].[K+]. The catalyst is OS(O)(=O)=O. The product is [Br:1][C:2]1[CH:7]=[C:6]([C:8]([CH3:9])([CH3:11])[CH3:10])[C:5]([N+:13]([O-:15])=[O:14])=[CH:4][C:3]=1[NH2:12]. The yield is 0.780. (2) The reactants are [F:1][C:2]1[CH:7]=[CH:6][C:5]([N:8]([CH3:22])[C:9]2[CH:10]=[N:11][C:12]([NH:15][C:16]3[CH:21]=[CH:20][CH:19]=[CH:18][CH:17]=3)=[N:13][CH:14]=2)=[CH:4][CH:3]=1.ClC1N=CC(Br)=CN=1.[CH3:31][O:32]C1C=CC=C(N)C=1. No catalyst specified. The product is [F:1][C:2]1[CH:3]=[CH:4][C:5]([N:8]([CH3:22])[C:9]2[CH:14]=[N:13][C:12]([NH:15][C:16]3[CH:21]=[CH:20][CH:19]=[C:18]([O:32][CH3:31])[CH:17]=3)=[N:11][CH:10]=2)=[CH:6][CH:7]=1. The yield is 0.250. (3) The reactants are [C:1]([O:5][C:6]([NH:8][C@H:9]([CH2:13][C:14]1[CH:19]=[CH:18][C:17]([O:20][CH3:21])=[CH:16][CH:15]=1)[C:10]([OH:12])=O)=[O:7])([CH3:4])([CH3:3])[CH3:2].C(Cl)CCl.C1C=CC2N(O)N=NC=2C=1.[CH:36]1([C:42]2([C:48]([O:50][CH2:51][CH3:52])=[O:49])[CH2:47][CH2:46][NH:45][CH2:44][CH2:43]2)[CH2:41][CH2:40][CH2:39][CH2:38][CH2:37]1.C(N(CC)CC)C.[OH-].[Na+]. The catalyst is CN(C=O)C. The product is [C:1]([O:5][C:6]([NH:8][C@H:9]([CH2:13][C:14]1[CH:19]=[CH:18][C:17]([O:20][CH3:21])=[CH:16][CH:15]=1)[C:10]([N:45]1[CH2:46][CH2:47][C:42]([CH:36]2[CH2:41][CH2:40][CH2:39][CH2:38][CH2:37]2)([C:48]([O:50][CH2:51][CH3:52])=[O:49])[CH2:43][CH2:44]1)=[O:12])=[O:7])([CH3:2])([CH3:3])[CH3:4]. The yield is 0.660.